Dataset: Catalyst prediction with 721,799 reactions and 888 catalyst types from USPTO. Task: Predict which catalyst facilitates the given reaction. (1) Reactant: [CH3:1][CH:2]([C:8]([O:10]CC)=O)[C:3](OCC)=[O:4].Cl.[CH:14]([NH2:16])=[NH:15].C[O-].[Na+]. Product: [OH:10][C:8]1[C:2]([CH3:1])=[C:3]([OH:4])[N:16]=[CH:14][N:15]=1. The catalyst class is: 8. (2) Reactant: [C:1]([O:5][C:6]([N:8]1[CH2:13][CH2:12][N:11]2[C:14]([C:20]([F:23])([F:22])[F:21])=[N:15][C:16]([C:17](O)=[O:18])=[C:10]2[CH2:9]1)=[O:7])([CH3:4])([CH3:3])[CH3:2].Cl.[CH3:25][NH:26][CH3:27].C(N(CC)C(C)C)(C)C. Product: [CH3:25][N:26]([CH3:27])[C:17]([C:16]1[N:15]=[C:14]([C:20]([F:21])([F:22])[F:23])[N:11]2[CH2:12][CH2:13][N:8]([C:6]([O:5][C:1]([CH3:4])([CH3:3])[CH3:2])=[O:7])[CH2:9][C:10]=12)=[O:18]. The catalyst class is: 9. (3) Reactant: [OH:1][CH2:2][C@@H:3]1[S:7][CH2:6][CH2:5][O:4]1.[C:8](Cl)(=[O:15])[C:9]1[CH:14]=[CH:13][CH:12]=[CH:11][CH:10]=1.C(N(CC)CC)C. Product: [C:8]([O:1][CH2:2][C@@H:3]1[S:7][CH2:6][CH2:5][O:4]1)(=[O:15])[C:9]1[CH:14]=[CH:13][CH:12]=[CH:11][CH:10]=1. The catalyst class is: 4.